This data is from HIV replication inhibition screening data with 41,000+ compounds from the AIDS Antiviral Screen. The task is: Binary Classification. Given a drug SMILES string, predict its activity (active/inactive) in a high-throughput screening assay against a specified biological target. The drug is COc1cc([N+](=O)[O-])c([N+](=O)[O-])cc1N. The result is 0 (inactive).